This data is from Full USPTO retrosynthesis dataset with 1.9M reactions from patents (1976-2016). The task is: Predict the reactants needed to synthesize the given product. (1) The reactants are: [CH2:1]([O:8][CH2:9][C:10]([CH3:15])([CH3:14])[C:11]([OH:13])=O)[C:2]1[CH:7]=[CH:6][CH:5]=[CH:4][CH:3]=1.C(Cl)(=O)C(Cl)=O.[NH:22]([CH2:29][C:30]([O:32][CH2:33][CH3:34])=[O:31])[C:23]1[CH:28]=[CH:27][CH:26]=[CH:25][CH:24]=1.C(N(CC)CC)C. Given the product [CH2:33]([O:32][C:30](=[O:31])[CH2:29][N:22]([C:11](=[O:13])[C:10]([CH3:15])([CH3:14])[CH2:9][O:8][CH2:1][C:2]1[CH:3]=[CH:4][CH:5]=[CH:6][CH:7]=1)[C:23]1[CH:28]=[CH:27][CH:26]=[CH:25][CH:24]=1)[CH3:34], predict the reactants needed to synthesize it. (2) Given the product [Cl:8][C:13]([C:12]([F:23])([F:22])[F:11])=[C:14]([C:15]1[CH:20]=[CH:19][CH:18]=[CH:17][CH:16]=1)[CH:4]=[O:5], predict the reactants needed to synthesize it. The reactants are: CN([CH:4]=[O:5])C.O=P(Cl)(Cl)[Cl:8].[F:11][C:12]([F:23])([F:22])[C:13](=O)[CH2:14][C:15]1[CH:20]=[CH:19][CH:18]=[CH:17][CH:16]=1. (3) Given the product [CH3:1][O:2][C:3](=[O:12])[C:4]1[CH:5]=[C:6]([F:11])[C:7]([OH:10])=[C:8]([Br:13])[CH:9]=1, predict the reactants needed to synthesize it. The reactants are: [CH3:1][O:2][C:3](=[O:12])[C:4]1[CH:9]=[CH:8][C:7]([OH:10])=[C:6]([F:11])[CH:5]=1.[Br:13]N1C(=O)CCC1=O. (4) Given the product [Br:1][C:2]1[CH:11]=[CH:10][CH:9]=[C:4]2[C:3]=1[CH2:12][N:18]([CH2:17][CH2:16][N:15]([CH3:19])[CH3:14])[C:5]2=[O:7], predict the reactants needed to synthesize it. The reactants are: [Br:1][C:2]1[C:3]([CH2:12]Br)=[C:4]([CH:9]=[CH:10][CH:11]=1)[C:5]([O:7]C)=O.[CH3:14][N:15]([CH3:19])[CH2:16][CH2:17][NH2:18]. (5) Given the product [CH2:17]([CH:9]1[O:10][C:11](=[O:16])[CH:12]=[C:13]1[O:14][CH3:15])[CH:18]([CH3:22])[CH3:19], predict the reactants needed to synthesize it. The reactants are: [Li+].CC([N-]C(C)C)C.[CH3:9][O:10][C:11](=[O:16])/[CH:12]=[CH:13]/[O:14][CH3:15].[CH3:17][CH:18]([CH3:22])[CH2:19]C=O.Cl. (6) Given the product [C:15]([N:14]1[C:11]2[CH:12]=[CH:13][C:8]([C:5]3[CH:4]=[N:3][C:2]([NH2:1])=[N:7][CH:6]=3)=[CH:9][C:10]=2[N:19]=[C:27]1[C:26]1[CH:29]=[C:22]([O:21][CH3:20])[CH:23]=[CH:24][C:25]=1[N:30]1[CH:34]=[N:33][CH:32]=[N:31]1)([CH3:16])([CH3:18])[CH3:17], predict the reactants needed to synthesize it. The reactants are: [NH2:1][C:2]1[N:7]=[CH:6][C:5]([C:8]2[CH:9]=[C:10]([NH2:19])[C:11]([NH:14][C:15]([CH3:18])([CH3:17])[CH3:16])=[CH:12][CH:13]=2)=[CH:4][N:3]=1.[CH3:20][O:21][C:22]1[CH:23]=[CH:24][C:25]([N:30]2[CH:34]=[N:33][CH:32]=[N:31]2)=[C:26]([CH:29]=1)[CH:27]=O.OOS([O-])=O.[K+].S([O-])([O-])(=O)=S.[Na+].[Na+]. (7) The reactants are: C(=O)([O-])[O-].[K+].[K+].C([O:10][C:11]1[CH:12]=[C:13]([CH:40]=[CH:41][CH:42]=1)[C:14]([NH:16][C:17]1[C:18]([CH3:39])=[C:19]([C:26]([C:28]2[CH:29]=[CH:30][C:31]([NH2:38])=[C:32]([CH:37]=2)[C:33]([O:35][CH3:36])=[O:34])=[O:27])[N:20]2[C:25]=1[CH:24]=[CH:23][CH:22]=[CH:21]2)=[O:15])(=O)C.Cl. Given the product [NH2:38][C:31]1[CH:30]=[CH:29][C:28]([C:26]([C:19]2[N:20]3[C:25]([CH:24]=[CH:23][CH:22]=[CH:21]3)=[C:17]([NH:16][C:14](=[O:15])[C:13]3[CH:40]=[CH:41][CH:42]=[C:11]([OH:10])[CH:12]=3)[C:18]=2[CH3:39])=[O:27])=[CH:37][C:32]=1[C:33]([O:35][CH3:36])=[O:34], predict the reactants needed to synthesize it. (8) Given the product [C:18]1([CH2:24][CH:25]([S:29][C:30]2[CH:35]=[CH:34][CH:33]=[CH:32][CH:31]=2)[CH:26]=[O:28])[CH:19]=[CH:20][CH:21]=[CH:22][CH:23]=1, predict the reactants needed to synthesize it. The reactants are: C1(C#CCO)C=CC=CC=1.C1(S)C=CC=CC=1.[C:18]1([CH2:24][CH:25]([S:29][C:30]2[CH:35]=[CH:34][CH:33]=[CH:32][CH:31]=2)[C:26](=[O:28])C)[CH:23]=[CH:22][CH:21]=[CH:20][CH:19]=1. (9) Given the product [NH:14]1[C:18]2[CH:19]=[CH:20][C:21]([C:23]3[S:35][C:4]([CH2:5][CH2:6][C:7]4[CH:12]=[CH:11][CH:10]=[CH:9][CH:8]=4)=[CH:3][N:2]=3)=[CH:22][C:17]=2[N:16]=[CH:15]1, predict the reactants needed to synthesize it. The reactants are: Cl.[NH2:2][CH2:3][C:4](=O)[CH2:5][CH2:6][C:7]1[CH:12]=[CH:11][CH:10]=[CH:9][CH:8]=1.[N:14]1[C:18]2[CH:19]=[CH:20][C:21]([C:23](O)=O)=[CH:22][C:17]=2[NH:16][CH:15]=1.COC1C=CC(P2(SP(C3C=CC(OC)=CC=3)(=S)S2)=[S:35])=CC=1.O=P(Cl)(Cl)Cl. (10) The reactants are: [Cl:1][C:2]1[C:26]2[O:25][C:9]3[C:10](=[O:24])[N:11]([C@@H:13]([CH2:17][CH:18]4[CH2:23][CH2:22][CH2:21][CH2:20][CH2:19]4)[C:14](O)=[O:15])[CH2:12][C:8]=3[CH2:7][C:6]=2[CH:5]=[CH:4][CH:3]=1.[NH2:27][C:28]1[S:29][CH:30]=[CH:31][N:32]=1.ON1C2C=CC=CC=2N=N1. Given the product [Cl:1][C:2]1[C:26]2[O:25][C:9]3[C:10](=[O:24])[N:11]([C@@H:13]([CH2:17][CH:18]4[CH2:23][CH2:22][CH2:21][CH2:20][CH2:19]4)[C:14]([NH:27][C:28]4[S:29][CH:30]=[CH:31][N:32]=4)=[O:15])[CH2:12][C:8]=3[CH2:7][C:6]=2[CH:5]=[CH:4][CH:3]=1, predict the reactants needed to synthesize it.